From a dataset of Reaction yield outcomes from USPTO patents with 853,638 reactions. Predict the reaction yield, written as a fraction of the theoretical maximum amount of product (1.0 means a 100% yield; for example, 0.34 means a 34% yield). (1) The reactants are [Cl:1][C:2]1[CH:7]=[CH:6][C:5]([C:8]2[C:12]([C:13]3[CH:18]=[CH:17][C:16]([O:19]COC)=[CH:15][CH:14]=3)=[CH:11][S:10][C:9]=2[CH2:23][CH2:24][C:25]([OH:27])=[O:26])=[C:4]([O:28][CH3:29])[CH:3]=1.Cl. The catalyst is C1COCC1.O. The product is [Cl:1][C:2]1[CH:7]=[CH:6][C:5]([C:8]2[C:12]([C:13]3[CH:14]=[CH:15][C:16]([OH:19])=[CH:17][CH:18]=3)=[CH:11][S:10][C:9]=2[CH2:23][CH2:24][C:25]([OH:27])=[O:26])=[C:4]([O:28][CH3:29])[CH:3]=1. The yield is 0.280. (2) The reactants are [CH2:1]([O:3][C:4](=[O:38])[C:5]1[CH:10]=[CH:9][C:8]([N:11]2[CH:15]=[C:14]([C:16]3[CH:21]=[CH:20][C:19]([Cl:22])=[CH:18][C:17]=3[Cl:23])[N:13]=[C:12]2[CH2:24][C:25]2[CH:30]=[CH:29][C:28]([C:31]3[CH:36]=[CH:35][C:34]([OH:37])=[CH:33][CH:32]=3)=[CH:27][CH:26]=2)=[CH:7][CH:6]=1)[CH3:2].[C:39]([C:43]1[CH:48]=[CH:47][C:46](B(O)O)=[CH:45][CH:44]=1)([CH3:42])([CH3:41])[CH3:40]. No catalyst specified. The product is [CH2:1]([O:3][C:4](=[O:38])[C:5]1[CH:6]=[CH:7][C:8]([N:11]2[CH:15]=[C:14]([C:16]3[CH:21]=[CH:20][C:19]([Cl:22])=[CH:18][C:17]=3[Cl:23])[N:13]=[C:12]2[CH2:24][C:25]2[CH:30]=[CH:29][C:28]([C:31]3[CH:32]=[CH:33][C:34]([O:37][C:46]4[CH:47]=[CH:48][C:43]([C:39]([CH3:42])([CH3:41])[CH3:40])=[CH:44][CH:45]=4)=[CH:35][CH:36]=3)=[CH:27][CH:26]=2)=[CH:9][CH:10]=1)[CH3:2]. The yield is 0.660. (3) The reactants are [O:1]1[C:5]2[CH:6]=[CH:7][C:8]([C:10]3([C:13]([OH:15])=O)[CH2:12][CH2:11]3)=[CH:9][C:4]=2[O:3][CH2:2]1.CN(C)C=O.C(N(CC)CC)C.[NH2:28][C:29]1[CH:30]=[C:31]2[C:35](=[CH:36][CH:37]=1)[NH:34][C:33]([C:38]([O:40][CH2:41][CH3:42])=[O:39])=[CH:32]2. The catalyst is S(Cl)(Cl)=O.ClCCl. The product is [O:1]1[C:5]2[CH:6]=[CH:7][C:8]([C:10]3([C:13]([NH:28][C:29]4[CH:30]=[C:31]5[C:35](=[CH:36][CH:37]=4)[NH:34][C:33]([C:38]([O:40][CH2:41][CH3:42])=[O:39])=[CH:32]5)=[O:15])[CH2:11][CH2:12]3)=[CH:9][C:4]=2[O:3][CH2:2]1. The yield is 0.880. (4) The reactants are [Cl:1][CH2:2][CH2:3][CH2:4][O:5][C:6]1[CH:7]=[C:8]([CH:13]=[CH:14][C:15]=1[O:16][CH3:17])[C:9]([O:11][CH3:12])=[O:10].[N+:18]([O-])([OH:20])=[O:19]. No catalyst specified. The product is [Cl:1][CH2:2][CH2:3][CH2:4][O:5][C:6]1[C:15]([O:16][CH3:17])=[CH:14][C:13]([N+:18]([O-:20])=[O:19])=[C:8]([CH:7]=1)[C:9]([O:11][CH3:12])=[O:10]. The yield is 0.860.